From a dataset of NCI-60 drug combinations with 297,098 pairs across 59 cell lines. Regression. Given two drug SMILES strings and cell line genomic features, predict the synergy score measuring deviation from expected non-interaction effect. (1) Drug 1: CC12CCC(CC1=CCC3C2CCC4(C3CC=C4C5=CN=CC=C5)C)O. Drug 2: CC1OCC2C(O1)C(C(C(O2)OC3C4COC(=O)C4C(C5=CC6=C(C=C35)OCO6)C7=CC(=C(C(=C7)OC)O)OC)O)O. Cell line: IGROV1. Synergy scores: CSS=31.9, Synergy_ZIP=3.07, Synergy_Bliss=7.22, Synergy_Loewe=0.474, Synergy_HSA=8.84. (2) Drug 1: CC1=CC2C(CCC3(C2CCC3(C(=O)C)OC(=O)C)C)C4(C1=CC(=O)CC4)C. Drug 2: CC1=C(C(=CC=C1)Cl)NC(=O)C2=CN=C(S2)NC3=CC(=NC(=N3)C)N4CCN(CC4)CCO. Cell line: HT29. Synergy scores: CSS=24.5, Synergy_ZIP=0.132, Synergy_Bliss=4.50, Synergy_Loewe=-14.8, Synergy_HSA=3.38. (3) Drug 1: CCN(CC)CCNC(=O)C1=C(NC(=C1C)C=C2C3=C(C=CC(=C3)F)NC2=O)C. Drug 2: C1=NNC2=C1C(=O)NC=N2. Cell line: RXF 393. Synergy scores: CSS=0.404, Synergy_ZIP=0.0241, Synergy_Bliss=0.203, Synergy_Loewe=-2.77, Synergy_HSA=-2.52.